Dataset: Full USPTO retrosynthesis dataset with 1.9M reactions from patents (1976-2016). Task: Predict the reactants needed to synthesize the given product. (1) Given the product [CH:39]1([O:44][C:45]2[C:52]([O:53][CH3:54])=[CH:51][CH:50]=[CH:49][C:46]=2/[CH:47]=[CH:15]/[C:16]2[O:17][C:18]3[C:23]([C:24](=[O:27])[C:25]=2[I:26])=[CH:22][CH:21]=[C:20]([F:28])[CH:19]=3)[CH2:43][CH2:42][CH2:41][CH2:40]1, predict the reactants needed to synthesize it. The reactants are: C1(COC2C(OC)=CC=CC=2/C=[CH:15]/[C:16]2[O:17][C:18]3[C:23]([C:24](=[O:27])[C:25]=2[I:26])=[CH:22][CH:21]=[CH:20][CH:19]=3)CC1.[F:28]C1C=CC(C(=O)C)=C(O)C=1.[CH:39]1([O:44][C:45]2[C:52]([O:53][CH3:54])=[CH:51][CH:50]=[CH:49][C:46]=2[CH:47]=O)[CH2:43][CH2:42][CH2:41][CH2:40]1. (2) Given the product [ClH:32].[ClH:32].[CH3:1][O:2][C:3]1[C:9]([CH2:10][CH2:11][N:12]2[CH2:13][CH2:14][N:15]([C:18]3[CH:27]=[CH:26][CH:25]=[C:24]4[C:19]=3[CH:20]=[CH:21][C:22]([CH3:28])=[N:23]4)[CH2:16][CH2:17]2)=[CH:8][CH:7]=[CH:6][C:4]=1[NH:5][C:29](=[O:31])[CH3:30], predict the reactants needed to synthesize it. The reactants are: [CH3:1][O:2][C:3]1[C:9]([CH2:10][CH2:11][N:12]2[CH2:17][CH2:16][N:15]([C:18]3[CH:27]=[CH:26][CH:25]=[C:24]4[C:19]=3[CH:20]=[CH:21][C:22]([CH3:28])=[N:23]4)[CH2:14][CH2:13]2)=[CH:8][CH:7]=[CH:6][C:4]=1[NH2:5].[C:29]([Cl:32])(=[O:31])[CH3:30]. (3) Given the product [Br:1][C:2]1[CH:10]=[C:9]([C:11]2[C:12]3[N:13]([C:23]([CH2:26][CH3:27])=[CH:24][CH:25]=3)[N:14]=[C:15]([CH3:22])[C:16]=2[C:17]([O:19][CH2:20][CH3:21])=[O:18])[CH:8]=[CH:7][C:3]=1[CH2:4][OH:5], predict the reactants needed to synthesize it. The reactants are: [Br:1][C:2]1[CH:10]=[C:9]([C:11]2[C:12]3[N:13]([C:23]([CH2:26][CH3:27])=[CH:24][CH:25]=3)[N:14]=[C:15]([CH3:22])[C:16]=2[C:17]([O:19][CH2:20][CH3:21])=[O:18])[CH:8]=[CH:7][C:3]=1[C:4](O)=[O:5].C(OCC)(=O)C.Cl. (4) Given the product [CH2:1]([O:3][C:4](=[O:33])[CH2:5][C@H:6]([OH:32])[CH2:7][C@H:8]([OH:31])/[CH:9]=[CH:10]/[C:11]1[C:12]([CH:28]2[CH2:29][CH2:30]2)=[N:13][C:14]2[C:19]([C:20]=1[C:21]1[CH:22]=[CH:23][C:24]([F:27])=[CH:25][CH:26]=1)=[CH:18][CH:17]=[CH:16][CH:15]=2)[CH3:2], predict the reactants needed to synthesize it. The reactants are: [CH2:1]([O:3][C:4](=[O:33])[CH2:5][C:6](=[O:32])[CH2:7][C:8](=[O:31])/[CH:9]=[CH:10]/[C:11]1[C:12]([CH:28]2[CH2:30][CH2:29]2)=[N:13][C:14]2[C:19]([C:20]=1[C:21]1[CH:26]=[CH:25][C:24]([F:27])=[CH:23][CH:22]=1)=[CH:18][CH:17]=[CH:16][CH:15]=2)[CH3:2].C(N(CC)CC)C.C(O)=O.C(N(CC)CC)C.